From a dataset of Full USPTO retrosynthesis dataset with 1.9M reactions from patents (1976-2016). Predict the reactants needed to synthesize the given product. (1) Given the product [C:1]([O:5][C:6]([N:8]1[CH2:13][CH2:12][O:11][C@H:10]([CH:14]([Br:24])[C:15]2[CH:16]=[N:17][C:18]([O:21][CH3:22])=[CH:19][CH:20]=2)[CH2:9]1)=[O:7])([CH3:4])([CH3:3])[CH3:2], predict the reactants needed to synthesize it. The reactants are: [C:1]([O:5][C:6]([N:8]1[CH2:13][CH2:12][O:11][C@H:10]([CH:14](O)[C:15]2[CH:16]=[N:17][C:18]([O:21][CH3:22])=[CH:19][CH:20]=2)[CH2:9]1)=[O:7])([CH3:4])([CH3:3])[CH3:2].[Br:24]C(Br)(Br)Br.C1(P(C2C=CC=CC=2)C2C=CC=CC=2)C=CC=CC=1. (2) Given the product [CH2:1]([O:3][C:4]1[CH:9]=[CH:8][C:7]([C:10]2[CH:11]=[C:12]3[C:16](=[CH:17][CH:18]=2)[C:15](=[O:19])[O:14][CH2:13]3)=[C:6]([O:20][CH2:30][C:31]2([CH2:35][OH:36])[CH2:34][O:33][CH2:32]2)[C:5]=1[O:21][CH3:22])[CH3:2], predict the reactants needed to synthesize it. The reactants are: [CH2:1]([O:3][C:4]1[CH:9]=[CH:8][C:7]([C:10]2[CH:11]=[C:12]3[C:16](=[CH:17][CH:18]=2)[C:15](=[O:19])[O:14][CH2:13]3)=[C:6]([OH:20])[C:5]=1[O:21][CH3:22])[CH3:2].C(=O)([O-])[O-].[K+].[K+].Br[CH2:30][C:31]1([CH2:35][OH:36])[CH2:34][O:33][CH2:32]1. (3) The reactants are: [CH2:1]([O:8][C:9]1[CH:10]=[C:11]2[C:16](=[CH:17][CH:18]=1)[C:15](=[O:19])[N:14]([CH2:20][CH:21]([CH3:23])[CH3:22])[C:13]([CH2:24][N:25]1C(=O)C3C(=CC=CC=3)C1=O)=[C:12]2[O:36][CH2:37][CH2:38][CH2:39][CH3:40])[C:2]1[CH:7]=[CH:6][CH:5]=[CH:4][CH:3]=1.O.NN.C(=O)([O-])O.[Na+].[C:57](O[C:57]([O:59][C:60]([CH3:63])([CH3:62])[CH3:61])=[O:58])([O:59][C:60]([CH3:63])([CH3:62])[CH3:61])=[O:58]. Given the product [CH2:1]([O:8][C:9]1[CH:10]=[C:11]2[C:16](=[CH:17][CH:18]=1)[C:15](=[O:19])[N:14]([CH2:20][CH:21]([CH3:23])[CH3:22])[C:13]([CH2:24][NH:25][C:57](=[O:58])[O:59][C:60]([CH3:61])([CH3:62])[CH3:63])=[C:12]2[O:36][CH2:37][CH2:38][CH2:39][CH3:40])[C:2]1[CH:3]=[CH:4][CH:5]=[CH:6][CH:7]=1, predict the reactants needed to synthesize it. (4) Given the product [CH2:2]([O:4][C:5](=[O:23])[CH2:6][NH:7][C:8](=[O:22])[CH2:9][NH:10][C:11](=[O:21])[C@H:12]([CH2:14][CH:15]1[CH2:16][CH2:17][CH2:18][CH2:19][CH2:20]1)[NH:13][C:38]([C:34]1[O:33][CH:37]=[CH:36][CH:35]=1)=[O:39])[CH3:3], predict the reactants needed to synthesize it. The reactants are: Cl.[CH2:2]([O:4][C:5](=[O:23])[CH2:6][NH:7][C:8](=[O:22])[CH2:9][NH:10][C:11](=[O:21])[C@H:12]([CH2:14][CH:15]1[CH2:20][CH2:19][CH2:18][CH2:17][CH2:16]1)[NH2:13])[CH3:3].C(N(CC)C(C)C)(C)C.[O:33]1[CH:37]=[CH:36][CH:35]=[C:34]1[C:38](Cl)=[O:39].CO.